Dataset: NCI-60 drug combinations with 297,098 pairs across 59 cell lines. Task: Regression. Given two drug SMILES strings and cell line genomic features, predict the synergy score measuring deviation from expected non-interaction effect. (1) Drug 1: C1=CC(=CC=C1CCC2=CNC3=C2C(=O)NC(=N3)N)C(=O)NC(CCC(=O)O)C(=O)O. Drug 2: C1C(C(OC1N2C=NC3=C(N=C(N=C32)Cl)N)CO)O. Cell line: SR. Synergy scores: CSS=46.4, Synergy_ZIP=8.02, Synergy_Bliss=5.35, Synergy_Loewe=8.56, Synergy_HSA=9.73. (2) Drug 1: C1CN(CCN1C(=O)CCBr)C(=O)CCBr. Drug 2: COC1=C2C(=CC3=C1OC=C3)C=CC(=O)O2. Cell line: SF-268. Synergy scores: CSS=25.6, Synergy_ZIP=-3.79, Synergy_Bliss=-1.45, Synergy_Loewe=-5.12, Synergy_HSA=-2.85. (3) Drug 1: CC=C1C(=O)NC(C(=O)OC2CC(=O)NC(C(=O)NC(CSSCCC=C2)C(=O)N1)C(C)C)C(C)C. Drug 2: C1CN1C2=NC(=NC(=N2)N3CC3)N4CC4. Cell line: COLO 205. Synergy scores: CSS=31.6, Synergy_ZIP=0.511, Synergy_Bliss=-2.84, Synergy_Loewe=-9.47, Synergy_HSA=-8.42. (4) Drug 1: C1CCC(C1)C(CC#N)N2C=C(C=N2)C3=C4C=CNC4=NC=N3. Drug 2: COCCOC1=C(C=C2C(=C1)C(=NC=N2)NC3=CC=CC(=C3)C#C)OCCOC.Cl. Cell line: U251. Synergy scores: CSS=6.47, Synergy_ZIP=-0.618, Synergy_Bliss=3.51, Synergy_Loewe=4.54, Synergy_HSA=3.97.